Dataset: Experimentally validated miRNA-target interactions with 360,000+ pairs, plus equal number of negative samples. Task: Binary Classification. Given a miRNA mature sequence and a target amino acid sequence, predict their likelihood of interaction. (1) The protein sequence of the target gene is MAAAAVVAATVPAQSMGADGASSVHWFRKGLRLHDNPALLAAVRGARCVRCVYILDPWFAASSSVGINRWRFLLQSLEDLDTSLRKLNSRLFVVRGQPADVFPRLFKEWGVTRLTFEYDSEPFGKERDAAIMKMAKEAGVEVVTENSHTLYDLDRIIELNGQKPPLTYKRFQALISRMELPKKPAVAVSSQQMESCRAEIQENHDDTYGVPSLEELGFPTEGLGPAVWQGGETEALARLDKHLERKAWVANYERPRMNANSLLASPTGLSPYLRFGCLSCRLFYYRLWDLYKKVKRNSTP.... The miRNA is hsa-miR-1278 with sequence UAGUACUGUGCAUAUCAUCUAU. Result: 0 (no interaction). (2) The miRNA is hsa-miR-924 with sequence AGAGUCUUGUGAUGUCUUGC. The protein sequence of the target gene is MGFPAAALLCALCCGLLAPAARAGYSEERCSWRGSGLTQEPGSVGQLALACAEGAVEWLYPAGALRLTLGGPDPRARPGIACLRPVRPFAGAQVFAERAGGALELLLAEGPGPAGGRCVRWGPRERRALFLQATPHQDISRRVAAFRFELREDGRPELPPQAHGLGVDGACRPCSDAELLLAACTSDFVIHGIIHGVTHDVELQESVITVVAARVLRQTPPLFQAGRSGDQGLTSIRTPLRCGVHPGPGTFLFMGWSRFGEARLGCAPRFQEFRRAYEAARAAHLHPCEVALH. Result: 1 (interaction). (3) The miRNA is mmu-miR-340-5p with sequence UUAUAAAGCAAUGAGACUGAUU. The protein sequence of the target gene is MSMLPTFGFTQEQVACVCEVLQQGGNIERLGRFLWSLPACEHLHKNESVLKAKAVVAFHRGNFRELYKILESHQFSPHNHAKLQQLWLKAHYIEAEKLRGRPLGAVGKYRVRRKFPLPRSIWDGEETSYCFKEKSRSVLREWYAHNPYPSPREKRELAEATGLTTTQVSNWFKNRRQRDRAAEAKERENSENSNSSSHNPLASSLNGSGKSVLGSSEDEKTPSGTPDHSSSSPALLLSPPPPPGLPSLHSLGHPPGPSAVPVPVPGGGGADPLQHHHSLQDSILNPMSANLVDLGS. Result: 1 (interaction). (4) The miRNA is hsa-miR-2861 with sequence GGGGCCUGGCGGUGGGCGG. The protein sequence of the target gene is MNKLNFHNNRVMQDRRSVCIFLPNDESLNIIINVKILCHQLLVQVCDLLRLKDCHLFGLSVIQNNEHVYMELSQKLYKYCPKEWKKEASKVRQYEVTWGIDQFGPPMIIHFRVQYYVENGRLISDRAARYYYYWHLRKQVLHSQCVLREEAYFLLAAFALQADLGNFKRNKHYGKYFEPEAYFPSWVVSKRGKDYILKHIPNMHKDQFALTASEAHLKYIKEAVRLDDVAVHYYRLYKDKREIEASLTLGLTMRGIQIFQNLDEEKQLLYDFPWTNVGKLVFVGKKFEILPDGLPSARKL.... Result: 0 (no interaction).